This data is from Aqueous solubility values for 9,982 compounds from the AqSolDB database. The task is: Regression/Classification. Given a drug SMILES string, predict its absorption, distribution, metabolism, or excretion properties. Task type varies by dataset: regression for continuous measurements (e.g., permeability, clearance, half-life) or binary classification for categorical outcomes (e.g., BBB penetration, CYP inhibition). For this dataset (solubility_aqsoldb), we predict Y. (1) The molecule is O=S(CCCl)CCS(=O)CCCl. The Y is -2.04 log mol/L. (2) The drug is CCOP(=S)(NC(C)C)Oc1ccccc1C(=O)OC(C)C. The Y is -4.19 log mol/L. (3) The drug is CCCC(=O)OC(C)C1CCCCC1. The Y is -3.92 log mol/L. (4) The compound is O.O.O.O.O.O=S(=O)([O-])[O-].[Cu+2]. The Y is -0.892 log mol/L.